The task is: Predict the reactants needed to synthesize the given product.. This data is from Full USPTO retrosynthesis dataset with 1.9M reactions from patents (1976-2016). (1) Given the product [CH:13]1([C:16]2[C:24]3[C:19](=[N:20][C:21]([O:28][CH2:29][C:30]([NH:12][C@@H:8]4[C:9]5[C:5](=[N:4][C:3]([CH3:2])=[CH:11][CH:10]=5)[CH2:6][CH2:7]4)=[O:31])=[CH:22][C:23]=3[CH:25]([F:26])[F:27])[N:18]([CH3:33])[N:17]=2)[CH2:14][CH2:15]1, predict the reactants needed to synthesize it. The reactants are: Cl.[CH3:2][C:3]1[CH:11]=[CH:10][C:9]2[C@@H:8]([NH2:12])[CH2:7][CH2:6][C:5]=2[N:4]=1.[CH:13]1([C:16]2[C:24]3[C:19](=[N:20][C:21]([O:28][CH2:29][C:30](O)=[O:31])=[CH:22][C:23]=3[CH:25]([F:27])[F:26])[N:18]([CH3:33])[N:17]=2)[CH2:15][CH2:14]1.CCN(C(C)C)C(C)C.CN(C(ON1N=NC2C=CC=NC1=2)=[N+](C)C)C.F[P-](F)(F)(F)(F)F. (2) Given the product [ClH:1].[Cl:1][C:2]1[CH:3]=[CH:4][C:5]([O:28][CH2:29][CH:30]([CH3:32])[CH3:31])=[C:6]([CH2:8][N:9]2[C:13]([CH3:14])=[CH:12][C:11]([C:15]([NH:17][C:18]3[CH:23]=[CH:22][C:21]([CH2:24][N:33]4[CH2:37][CH2:36][CH2:35][CH2:34]4)=[CH:20][C:19]=3[O:26][CH3:27])=[O:16])=[N:10]2)[CH:7]=1, predict the reactants needed to synthesize it. The reactants are: [Cl:1][C:2]1[CH:3]=[CH:4][C:5]([O:28][CH2:29][CH:30]([CH3:32])[CH3:31])=[C:6]([CH2:8][N:9]2[C:13]([CH3:14])=[CH:12][C:11]([C:15]([NH:17][C:18]3[CH:23]=[CH:22][C:21]([CH:24]=O)=[CH:20][C:19]=3[O:26][CH3:27])=[O:16])=[N:10]2)[CH:7]=1.[NH:33]1[CH2:37][CH2:36][CH2:35][CH2:34]1.C(O[BH-](OC(=O)C)OC(=O)C)(=O)C.[Na+].C(OCC)(=O)C. (3) Given the product [CH2:17]([N:8]([CH2:1][C:2]1[CH:3]=[CH:4][CH:5]=[CH:6][CH:7]=1)[CH:9]([CH:13]([O:16][C:27]1[CH:32]=[CH:31][C:30]([F:33])=[CH:29][C:28]=1[N+:34]([O-:36])=[O:35])[CH2:14][CH3:15])[C:10]([OH:12])=[O:11])[C:18]1[CH:19]=[CH:20][CH:21]=[CH:22][CH:23]=1, predict the reactants needed to synthesize it. The reactants are: [CH2:1]([N:8]([CH2:17][C:18]1[CH:23]=[CH:22][CH:21]=[CH:20][CH:19]=1)[CH:9]([CH:13]([OH:16])[CH2:14][CH3:15])[C:10]([OH:12])=[O:11])[C:2]1[CH:7]=[CH:6][CH:5]=[CH:4][CH:3]=1.[H-].[Na+].F[C:27]1[CH:32]=[CH:31][C:30]([F:33])=[CH:29][C:28]=1[N+:34]([O-:36])=[O:35].C(O)(=O)CC(CC(O)=O)(C(O)=O)O. (4) Given the product [Br:1][C:2]1[CH:10]=[CH:9][C:5]([C:6]([N:30]2[CH2:29][CH2:28][N:27]([S:24]([C:19]3[CH:18]=[CH:17][C:16]4[C:21](=[CH:22][CH:23]=[C:14]([Cl:13])[CH:15]=4)[CH:20]=3)(=[O:26])=[O:25])[CH2:32][CH2:31]2)=[O:8])=[C:4]([CH3:11])[CH:3]=1, predict the reactants needed to synthesize it. The reactants are: [Br:1][C:2]1[CH:10]=[CH:9][C:5]([C:6]([OH:8])=O)=[C:4]([CH3:11])[CH:3]=1.Cl.[Cl:13][C:14]1[CH:15]=[C:16]2[C:21](=[CH:22][CH:23]=1)[CH:20]=[C:19]([S:24]([N:27]1[CH2:32][CH2:31][NH:30][CH2:29][CH2:28]1)(=[O:26])=[O:25])[CH:18]=[CH:17]2.